Dataset: NCI-60 drug combinations with 297,098 pairs across 59 cell lines. Task: Regression. Given two drug SMILES strings and cell line genomic features, predict the synergy score measuring deviation from expected non-interaction effect. Drug 1: CCC1(CC2CC(C3=C(CCN(C2)C1)C4=CC=CC=C4N3)(C5=C(C=C6C(=C5)C78CCN9C7C(C=CC9)(C(C(C8N6C=O)(C(=O)OC)O)OC(=O)C)CC)OC)C(=O)OC)O.OS(=O)(=O)O. Drug 2: CN1C(=O)N2C=NC(=C2N=N1)C(=O)N. Cell line: SR. Synergy scores: CSS=46.3, Synergy_ZIP=-0.704, Synergy_Bliss=-0.491, Synergy_Loewe=-33.0, Synergy_HSA=-3.29.